This data is from Forward reaction prediction with 1.9M reactions from USPTO patents (1976-2016). The task is: Predict the product of the given reaction. (1) Given the reactants [CH:1]1([NH:4][C:5]([NH:7][C:8]2[CH:13]=[CH:12][C:11]([O:14][C:15]3[CH:20]=[CH:19][N:18]=[C:17]4[CH:21]=[C:22]([C:24]5[CH:29]=[CH:28][C:27]([CH2:30][N:31]6[CH2:36][CH2:35][NH:34][CH2:33][CH2:32]6)=[CH:26][N:25]=5)[S:23][C:16]=34)=[C:10]([F:37])[CH:9]=2)=[O:6])[CH2:3][CH2:2]1.[C:38]([S:41][CH2:42][C:43](O)=[O:44])(=[O:40])[CH3:39].C(N(CC)CC)C.C(Cl)CCl.Cl, predict the reaction product. The product is: [C:38](=[O:40])([S:41][CH2:42][C:43]([N:34]1[CH2:33][CH2:32][N:31]([CH2:30][C:27]2[CH:26]=[N:25][C:24]([C:22]3[S:23][C:16]4[C:17](=[N:18][CH:19]=[CH:20][C:15]=4[O:14][C:11]4[CH:12]=[CH:13][C:8]([NH:7][C:5]([NH:4][CH:1]5[CH2:3][CH2:2]5)=[O:6])=[CH:9][C:10]=4[F:37])[CH:21]=3)=[CH:29][CH:28]=2)[CH2:36][CH2:35]1)=[O:44])[CH3:39]. (2) Given the reactants [F:1][C:2]1[CH:3]=[C:4]2[C:8](=[CH:9][CH:10]=1)[NH:7][CH:6]=[C:5]2[CH3:11].[H-].[Na+].[CH3:14][O:15][C:16]1[CH:21]=[CH:20][C:19]([S:22](Cl)(=[O:24])=[O:23])=[CH:18][C:17]=1[N:26]1[CH2:31][CH2:30][N:29]([C:32](=[O:37])[C:33]([Cl:36])([Cl:35])[Cl:34])[CH2:28][CH2:27]1, predict the reaction product. The product is: [Cl:36][C:33]([Cl:34])([Cl:35])[C:32]([N:29]1[CH2:30][CH2:31][N:26]([C:17]2[CH:18]=[C:19]([S:22]([N:7]3[C:8]4[C:4](=[CH:3][C:2]([F:1])=[CH:10][CH:9]=4)[C:5]([CH3:11])=[CH:6]3)(=[O:23])=[O:24])[CH:20]=[CH:21][C:16]=2[O:15][CH3:14])[CH2:27][CH2:28]1)=[O:37]. (3) The product is: [Cl:1][C:2]1[N:7]=[C:6]([O:23][CH3:22])[C:5]([CH2:9][O:10][C:11]2[CH:16]=[C:15]([CH:17]([CH3:19])[CH3:18])[CH:14]=[CH:13][C:12]=2[CH3:20])=[C:4]([CH3:21])[N:3]=1. Given the reactants [Cl:1][C:2]1[N:7]=[C:6](Cl)[C:5]([CH2:9][O:10][C:11]2[CH:16]=[C:15]([CH:17]([CH3:19])[CH3:18])[CH:14]=[CH:13][C:12]=2[CH3:20])=[C:4]([CH3:21])[N:3]=1.[CH3:22][O-:23].[Na+], predict the reaction product. (4) Given the reactants [NH2:1][C:2]1[C:10]2[CH2:9][CH2:8][N:7]([C:11]3[CH:16]=[CH:15][C:14]([CH3:17])=[CH:13][CH:12]=3)[C:6](=[O:18])[C:5]=2[NH:4][N:3]=1.[C:19](=[O:22])([O-])[O-].[K+].[K+].ClC[CH2:27][C:28]([N:30]1[CH2:35][CH2:34][N:33]([C:36]2[CH:41]=[CH:40][C:39](C3CCCCC3)=[CH:38][CH:37]=2)[CH2:32][CH2:31]1)=O, predict the reaction product. The product is: [NH2:1][C:2]1[C:10]2[CH2:9][CH2:8][N:7]([C:11]3[CH:16]=[CH:15][C:14]([CH3:17])=[CH:13][CH:12]=3)[C:6](=[O:18])[C:5]=2[N:4]([C:19](=[O:22])[CH2:27][CH2:28][N:30]2[CH2:31][CH2:32][N:33]([C:36]3[CH:37]=[CH:38][CH:39]=[CH:40][C:41]=3[CH:11]3[CH2:16][CH2:15][CH2:14][CH2:13][CH2:12]3)[CH2:34][CH2:35]2)[N:3]=1. (5) Given the reactants CCCCCC.C([Li])CCC.[CH3:12][C:13]1[CH:14]=[C:15]2[C:20](=[CH:21][CH:22]=1)[CH:19]=[C:18]([CH:23]=[O:24])[CH:17]=[CH:16]2.[CH3:25][S:26]SC.Cl, predict the reaction product. The product is: [CH3:12][C:13]1[CH:14]=[C:15]2[C:20](=[CH:21][CH:22]=1)[CH:19]=[C:18]([CH:23]=[O:24])[C:17]([S:26][CH3:25])=[CH:16]2.